Predict the reactants needed to synthesize the given product. From a dataset of Full USPTO retrosynthesis dataset with 1.9M reactions from patents (1976-2016). Given the product [NH2:1][C:2]1[N:7]=[C:6]([N:8]([CH3:15])[C:9]2[CH:14]=[CH:13][CH:12]=[CH:11][CH:10]=2)[N:5]=[C:4]([C:16]2[N:20]=[C:19]([C:21]3[CH:22]=[CH:23][C:24]([C:27](=[O:29])[CH3:31])=[N:25][CH:26]=3)[O:18][N:17]=2)[N:3]=1, predict the reactants needed to synthesize it. The reactants are: [NH2:1][C:2]1[N:7]=[C:6]([N:8]([CH3:15])[C:9]2[CH:14]=[CH:13][CH:12]=[CH:11][CH:10]=2)[N:5]=[C:4]([C:16]2[N:20]=[C:19]([C:21]3[CH:22]=[CH:23][C:24]([C:27]([O:29]C)=O)=[N:25][CH:26]=3)[O:18][N:17]=2)[N:3]=1.[CH3:31][Mg]Br.